Dataset: Reaction yield outcomes from USPTO patents with 853,638 reactions. Task: Predict the reaction yield, written as a fraction of the theoretical maximum amount of product (1.0 means a 100% yield; for example, 0.34 means a 34% yield). (1) The reactants are [F:1][C:2]1[CH:7]=[C:6]([I:8])[CH:5]=[CH:4][C:3]=1[N:9]1[C:14]2[N:15]([CH3:22])[C:16](=[O:21])[C:17]([CH3:20])=[C:18]([OH:19])[C:13]=2[C:12](=[O:23])[N:11]([CH2:24][C:25]2[CH:30]=[CH:29][C:28]([O:31][CH3:32])=[CH:27][CH:26]=2)[C:10]1=[O:33].N1C(C)=CC=CC=1C.[F:42][C:43]([F:56])([F:55])[S:44](O[S:44]([C:43]([F:56])([F:55])[F:42])(=[O:46])=[O:45])(=[O:46])=[O:45].C(=O)([O-])O.[Na+]. The catalyst is C(Cl)(Cl)Cl.C(O)(C)C. The product is [F:1][C:2]1[CH:7]=[C:6]([I:8])[CH:5]=[CH:4][C:3]=1[N:9]1[C:14]2[N:15]([CH3:22])[C:16](=[O:21])[C:17]([CH3:20])=[C:18]([O:19][S:44]([C:43]([F:56])([F:55])[F:42])(=[O:46])=[O:45])[C:13]=2[C:12](=[O:23])[N:11]([CH2:24][C:25]2[CH:26]=[CH:27][C:28]([O:31][CH3:32])=[CH:29][CH:30]=2)[C:10]1=[O:33]. The yield is 0.828. (2) The reactants are [Br:1][C:2]1[C:7]([O:8][CH3:9])=[CH:6][C:5]([C:10](=[O:13])[CH2:11][CH3:12])=[CH:4][C:3]=1[O:14][CH3:15].[Br-:16].[Br-].[Br-].[NH+]1C=CC=CC=1.[NH+]1C=CC=CC=1.[NH+]1C=CC=CC=1.C([O-])(O)=O.[Na+]. The catalyst is C1COCC1. The product is [Br:16][CH:11]([CH3:12])[C:10]([C:5]1[CH:6]=[C:7]([O:8][CH3:9])[C:2]([Br:1])=[C:3]([O:14][CH3:15])[CH:4]=1)=[O:13]. The yield is 0.560. (3) The reactants are [CH2:1]([S:3][C:4]([NH:14][CH3:15])=[CH:5][C:6]([C:8]1[CH:13]=[CH:12][CH:11]=[CH:10][CH:9]=1)=[O:7])[CH3:2].[C:16]([O:20]C)(=O)[C:17]#[CH:18]. The catalyst is CO. The product is [C:6]([C:5]1[CH:18]=[CH:17][C:16](=[O:20])[N:14]([CH3:15])[C:4]=1[S:3][CH2:1][CH3:2])(=[O:7])[C:8]1[CH:13]=[CH:12][CH:11]=[CH:10][CH:9]=1. The yield is 0.400.